This data is from Forward reaction prediction with 1.9M reactions from USPTO patents (1976-2016). The task is: Predict the product of the given reaction. Given the reactants [Si:1]([O:8][CH2:9][CH2:10][OH:11])([C:4]([CH3:7])([CH3:6])[CH3:5])([CH3:3])[CH3:2].[H-].[Na+].Cl[C:15]1[CH:20]=[C:19]([NH2:21])[CH:18]=[CH:17][N:16]=1.O, predict the reaction product. The product is: [Si:1]([O:8][CH2:9][CH2:10][O:11][C:15]1[CH:20]=[C:19]([NH2:21])[CH:18]=[CH:17][N:16]=1)([C:4]([CH3:6])([CH3:7])[CH3:5])([CH3:3])[CH3:2].